From a dataset of Catalyst prediction with 721,799 reactions and 888 catalyst types from USPTO. Predict which catalyst facilitates the given reaction. (1) Reactant: [NH2:1][C:2]1[CH:7]=[C:6]([Br:8])[CH:5]=[CH:4][C:3]=1[CH2:9][OH:10].[Cl:11][C:12]1[CH:13]=[CH:14][C:15]([O:22][CH3:23])=[C:16]([S:18](Cl)(=[O:20])=[O:19])[CH:17]=1. Product: [Br:8][C:6]1[CH:5]=[CH:4][C:3]([CH2:9][OH:10])=[C:2]([NH:1][S:18]([C:16]2[CH:17]=[C:12]([Cl:11])[CH:13]=[CH:14][C:15]=2[O:22][CH3:23])(=[O:19])=[O:20])[CH:7]=1. The catalyst class is: 17. (2) Reactant: [Br:1][C:2]1[CH:3]=[C:4]2[C:8](=[CH:9][CH:10]=1)[C:7]1([C:14](=[O:15])[NH:13][C:12](=[O:16])[NH:11]1)[CH2:6][CH2:5]2.[O-:17][Mn](=O)(=O)=O.[K+]. Product: [Br:1][C:2]1[CH:3]=[C:4]2[C:8](=[CH:9][CH:10]=1)[C:7]1([C:14](=[O:15])[NH:13][C:12](=[O:16])[NH:11]1)[CH2:6][C:5]2=[O:17]. The catalyst class is: 21. (3) Reactant: [CH2:1]1[C:9]2[C:4](=[CH:5][C:6](N)=[CH:7][CH:8]=2)[CH2:3][NH:2]1.C(N(CC)CC)C.C1(C)C=CC(S([N:27]=[C:28]=[O:29])(=O)=O)=CC=1. Product: [CH2:1]1[C:9]2[C:4](=[CH:5][CH:6]=[CH:7][CH:8]=2)[CH2:3][N:2]1[C:28]([NH2:27])=[O:29]. The catalyst class is: 158. (4) Reactant: [C:1]([N:4]1[CH2:9][CH2:8][C:7]2[N:10]([CH:32]3[CH2:37][CH2:36][N:35](C(OC(C)(C)C)=O)[CH2:34][CH2:33]3)[N:11]=[C:12]([N:13]3[C:22]4[C:17](=[CH:18][C:19]([C:26]5[CH:27]=[N:28][N:29]([CH3:31])[CH:30]=5)=[C:20]([CH:23]([F:25])[F:24])[CH:21]=4)[CH2:16][CH2:15][CH2:14]3)[C:6]=2[CH2:5]1)(=[O:3])[CH3:2].FC(F)(F)C(O)=O. Product: [F:25][CH:23]([F:24])[C:20]1[CH:21]=[C:22]2[C:17]([CH2:16][CH2:15][CH2:14][N:13]2[C:12]2[C:6]3[CH2:5][N:4]([C:1](=[O:3])[CH3:2])[CH2:9][CH2:8][C:7]=3[N:10]([CH:32]3[CH2:33][CH2:34][NH:35][CH2:36][CH2:37]3)[N:11]=2)=[CH:18][C:19]=1[C:26]1[CH:27]=[N:28][N:29]([CH3:31])[CH:30]=1. The catalyst class is: 2. (5) Reactant: Cl.[Cl:2][C:3]1[N:8]2[N:9]=[C:10]([CH:12]3[CH2:17][CH2:16][N:15]([CH:18]([CH3:20])[CH3:19])[CH2:14][CH2:13]3)[N:11]=[C:7]2[CH:6]=[C:5]([C:21]2[CH:26]=[CH:25][C:24]([F:27])=[CH:23][C:22]=2[F:28])[N:4]=1.Cl.[NH2:30][C:31]1[C:36]([C:37](=[O:42])[C:38]([F:41])([F:40])[F:39])=[CH:35][CH:34]=[C:33]([NH:43][CH2:44][CH2:45][NH2:46])[N:32]=1.C(N(CC)C(C)C)(C)C. Product: [ClH:2].[NH2:30][C:31]1[C:36]([C:37](=[O:42])[C:38]([F:39])([F:41])[F:40])=[CH:35][CH:34]=[C:33]([NH:43][CH2:44][CH2:45][NH:46][C:3]2[N:8]3[N:9]=[C:10]([CH:12]4[CH2:17][CH2:16][N:15]([CH:18]([CH3:20])[CH3:19])[CH2:14][CH2:13]4)[N:11]=[C:7]3[CH:6]=[C:5]([C:21]3[CH:26]=[CH:25][C:24]([F:27])=[CH:23][C:22]=3[F:28])[N:4]=2)[N:32]=1. The catalyst class is: 16. (6) Reactant: [F:1][C:2]1[CH:7]=[CH:6][C:5]([S:8](Cl)(=[O:10])=[O:9])=[CH:4][CH:3]=1.N1C=CC=CC=1.[NH2:18][CH:19]([CH2:22][CH3:23])[CH2:20][CH3:21].O. Product: [F:1][C:2]1[CH:7]=[CH:6][C:5]([S:8]([NH:18][CH:19]([CH2:22][CH3:23])[CH2:20][CH3:21])(=[O:10])=[O:9])=[CH:4][CH:3]=1. The catalyst class is: 2.